Dataset: Catalyst prediction with 721,799 reactions and 888 catalyst types from USPTO. Task: Predict which catalyst facilitates the given reaction. (1) The catalyst class is: 4. Reactant: [Cl:1][C:2]([Cl:7])([Cl:6])[C:3](Cl)=[O:4].[CH3:8][O:9][C:10]1[CH:15]=[CH:14][CH:13]=[CH:12][C:11]=1[C:16]1[CH:21]=[CH:20][C:19]([C:22]([N:24]2[C:30]3[CH:31]=[CH:32][CH:33]=[CH:34][C:29]=3[CH2:28][N:27]3[CH:35]=[CH:36][CH:37]=[C:26]3[CH2:25]2)=[O:23])=[CH:18][CH:17]=1.C(N(CC)C(C)C)(C)C. Product: [Cl:1][C:2]([Cl:7])([Cl:6])[C:3]([C:35]1[N:27]2[C:26]([CH2:25][N:24]([C:22]([C:19]3[CH:20]=[CH:21][C:16]([C:11]4[CH:12]=[CH:13][CH:14]=[CH:15][C:10]=4[O:9][CH3:8])=[CH:17][CH:18]=3)=[O:23])[C:30]3[CH:31]=[CH:32][CH:33]=[CH:34][C:29]=3[CH2:28]2)=[CH:37][CH:36]=1)=[O:4]. (2) Product: [Cl:1][C:2]1[CH:3]=[CH:4][C:5]([C:8]2[N:12]([CH:13]3[CH2:14][CH2:15]3)[C:11](=[O:16])[N:10]([CH2:17][C:18]([NH:27][CH2:26][C:25]3[CH:28]=[CH:29][CH:30]=[C:23]([C:22]([F:21])([F:31])[F:32])[CH:24]=3)=[O:20])[N:9]=2)=[CH:6][CH:7]=1. The catalyst class is: 9. Reactant: [Cl:1][C:2]1[CH:7]=[CH:6][C:5]([C:8]2[N:12]([CH:13]3[CH2:15][CH2:14]3)[C:11](=[O:16])[N:10]([CH2:17][C:18]([OH:20])=O)[N:9]=2)=[CH:4][CH:3]=1.[F:21][C:22]([F:32])([F:31])[C:23]1[CH:24]=[C:25]([CH:28]=[CH:29][CH:30]=1)[CH2:26][NH2:27].C1C=CC2N(O)N=NC=2C=1.CCN=C=NCCCN(C)C.Cl. (3) Reactant: [Cl:1][C:2]1[CH:3]=[CH:4][C:5]([NH2:8])=[N:6][CH:7]=1.ClC1C=C(Cl)C=C(Cl)C=1[C:18](C1C(Cl)=CC(Cl)=CC=1Cl)([C:22]([O-])=[O:23])[C:19]([O-])=[O:20]. Product: [Cl:1][C:2]1[CH:3]=[CH:4][C:5]2[N:6]([CH:7]=1)[C:19](=[O:20])[CH:18]=[C:22]([OH:23])[N:8]=2. The catalyst class is: 1. (4) Reactant: [F:1][C:2]1[CH:3]=[C:4]([NH:9][C:10]2[CH:11]=[N:12][CH:13]=[CH:14][CH:15]=2)[C:5]([NH2:8])=[CH:6][CH:7]=1.[C:16]([O:20][C:21]([NH:23][C@@H:24]([CH:28]([CH3:30])[CH3:29])[C:25](O)=[O:26])=[O:22])([CH3:19])([CH3:18])[CH3:17].C1C=NC2N(O)N=NC=2C=1.Cl.CN(C)CCCN=C=NCC. Product: [C:16]([O:20][C:21](=[O:22])[NH:23][C@H:24]([C:25](=[O:26])[NH:8][C:5]1[CH:6]=[CH:7][C:2]([F:1])=[CH:3][C:4]=1[NH:9][C:10]1[CH:11]=[N:12][CH:13]=[CH:14][CH:15]=1)[CH:28]([CH3:29])[CH3:30])([CH3:17])([CH3:19])[CH3:18]. The catalyst class is: 2. (5) Product: [CH:1]1[C:11]2[C:10]3=[CH:12][C:13]4[CH:14]=[CH:15][C:16]([C:19]([NH2:21])=[O:20])=[CH:17][C:18]=4[N:9]3[CH:8]=[CH:7][CH2:6][C:5]=2[CH:4]=[CH:3][CH:2]=1. The catalyst class is: 43. Reactant: [CH:1]1[C:11]2[C:10]3=[CH:12][C:13]4[CH:14]=[CH:15][C:16]([C:19]([NH2:21])=[O:20])=[CH:17][C:18]=4[N:9]3[CH2:8][CH:7]=[CH:6][C:5]=2[CH:4]=[CH:3][CH:2]=1. (6) Reactant: [Cl:1][C:2]1[C:3]([F:40])=[C:4]([C@@H:8]2[C@:12]([C:15]3[CH:20]=[CH:19][C:18]([Cl:21])=[CH:17][C:16]=3[F:22])([C:13]#[N:14])[C@H:11]([CH2:23][C:24]([CH3:27])([CH3:26])[CH3:25])[NH:10][C@H:9]2[C:28]([NH:30][C:31]2[CH:39]=[CH:38][C:34]([C:35](O)=[O:36])=[CH:33][CH:32]=2)=[O:29])[CH:5]=[CH:6][CH:7]=1.C1N=CN(C(N2C=NC=C2)=O)C=1.[CH3:53][S:54]([NH2:57])(=[O:56])=[O:55].[H-].[Na+].Cl. Product: [CH3:53][S:54]([NH:57][C:35]([C:34]1[CH:38]=[CH:39][C:31]([NH:30][C:28]([CH:9]2[CH:8]([C:4]3[CH:5]=[CH:6][CH:7]=[C:2]([Cl:1])[C:3]=3[F:40])[C:12]([C:15]3[CH:20]=[CH:19][C:18]([Cl:21])=[CH:17][C:16]=3[F:22])([C:13]#[N:14])[CH:11]([CH2:23][C:24]([CH3:27])([CH3:26])[CH3:25])[NH:10]2)=[O:29])=[CH:32][CH:33]=1)=[O:36])(=[O:56])=[O:55]. The catalyst class is: 35. (7) Reactant: [CH3:1][C:2]([C:12]1[CH:17]=[CH:16][CH:15]=[CH:14][N:13]=1)([CH3:11])[C@H:3]([C:5]1[CH:10]=[CH:9][CH:8]=[CH:7][CH:6]=1)[NH2:4].C.CC(C1C=CC=CN=1)(C)C(C1C=CC=CC=1)=O.[C:36]([OH:43])(=[O:42])/[CH:37]=[CH:38]/[C:39]([OH:41])=[O:40]. Product: [C:36]([OH:43])(=[O:42])/[CH:37]=[CH:38]/[C:39]([OH:41])=[O:40].[CH3:11][C:2]([C:12]1[CH:17]=[CH:16][CH:15]=[CH:14][N:13]=1)([CH3:1])[C@H:3]([C:5]1[CH:10]=[CH:9][CH:8]=[CH:7][CH:6]=1)[NH2:4]. The catalyst class is: 459. (8) Reactant: O=C1N(P(Cl)(N2CCOC2=O)=O)CCO1.[CH3:16][O:17][C:18]1[CH:19]=[C:20]([C:26]2[C:35]3[C:30](=[CH:31][CH:32]=[CH:33][CH:34]=3)[CH2:29][CH2:28][N:27]=2)[CH:21]=[CH:22][C:23]=1[O:24][CH3:25].[CH3:36][O:37][C:38]1[CH:39]=[C:40]([CH:46]=[C:47]([O:49][CH3:50])[CH:48]=1)[O:41][CH2:42][C:43](O)=[O:44]. Product: [CH3:36][O:37][C:38]1[CH:39]=[C:40]([CH:46]=[C:47]([O:49][CH3:50])[CH:48]=1)[O:41][C@H:42]1[C@:26]2([C:20]3[CH:21]=[CH:22][C:23]([O:24][CH3:25])=[C:18]([O:17][CH3:16])[CH:19]=3)[C:35]3[C:30]([CH2:29][CH2:28][N:27]2[C:43]1=[O:44])=[CH:31][CH:32]=[CH:33][CH:34]=3. The catalyst class is: 2.